This data is from Catalyst prediction with 721,799 reactions and 888 catalyst types from USPTO. The task is: Predict which catalyst facilitates the given reaction. (1) Reactant: Br[C:2]1[CH:3]=[C:4]2[C:9](=[CH:10][CH:11]=1)[N:8]=[CH:7][CH:6]=[C:5]2[N:12]1[CH2:17][CH2:16][CH2:15][CH2:14][CH2:13]1.[CH3:18][C:19]1([CH3:35])[C:23]([CH3:25])([CH3:24])[O:22][B:21]([B:21]2[O:22][C:23]([CH3:25])([CH3:24])[C:19]([CH3:35])([CH3:18])[O:20]2)[O:20]1.C([O-])(=O)C.[K+]. Product: [N:12]1([C:5]2[C:4]3[C:9](=[CH:10][CH:11]=[C:2]([B:21]4[O:22][C:23]([CH3:25])([CH3:24])[C:19]([CH3:35])([CH3:18])[O:20]4)[CH:3]=3)[N:8]=[CH:7][CH:6]=2)[CH2:17][CH2:16][CH2:15][CH2:14][CH2:13]1. The catalyst class is: 75. (2) Reactant: [CH3:1][O:2][C:3]1[C:11]([C:12]([F:15])([F:14])[F:13])=[CH:10][C:6]([C:7](O)=[O:8])=[CH:5][C:4]=1[S:16][CH3:17].C1(C)C=CC=CC=1.S(Cl)([Cl:27])=O. Product: [CH3:1][O:2][C:3]1[C:11]([C:12]([F:15])([F:14])[F:13])=[CH:10][C:6]([C:7]([Cl:27])=[O:8])=[CH:5][C:4]=1[S:16][CH3:17]. The catalyst class is: 9. (3) Reactant: CCN(C(C)C)C(C)C.[N:10]1[CH:15]=[CH:14][CH:13]=[CH:12][C:11]=1[C:16]1[CH:24]=[CH:23][C:19]([C:20]([OH:22])=O)=[CH:18][CH:17]=1.C1C=CC2N(O)N=NC=2C=1.CCN=C=NCCCN(C)C.Cl.[NH2:47][CH2:48][C:49]([N:51]1[CH2:56][CH2:55][N:54]([C:57](=[O:68])[C:58]2[CH:63]=[CH:62][CH:61]=[CH:60][C:59]=2[C:64]([F:67])([F:66])[F:65])[CH2:53][CH2:52]1)=[O:50]. Product: [O:50]=[C:49]([N:51]1[CH2:52][CH2:53][N:54]([C:57](=[O:68])[C:58]2[CH:63]=[CH:62][CH:61]=[CH:60][C:59]=2[C:64]([F:67])([F:66])[F:65])[CH2:55][CH2:56]1)[CH2:48][NH:47][C:20](=[O:22])[C:19]1[CH:18]=[CH:17][C:16]([C:11]2[CH:12]=[CH:13][CH:14]=[CH:15][N:10]=2)=[CH:24][CH:23]=1. The catalyst class is: 18. (4) Reactant: Br[CH2:2][C@H:3]([C:5]1[CH:10]=[CH:9][C:8]([NH:11][S:12]([CH3:15])(=[O:14])=[O:13])=[CH:7][CH:6]=1)[OH:4].[I-].[Na+].[N-:18]=[N+:19]=[N-:20].[Na+].CS(C)=O. Product: [N:18]([CH2:2][C@@H:3]([C:5]1[CH:10]=[CH:9][C:8]([NH:11][S:12]([CH3:15])(=[O:14])=[O:13])=[CH:7][CH:6]=1)[OH:4])=[N+:19]=[N-:20]. The catalyst class is: 6.